From a dataset of Reaction yield outcomes from USPTO patents with 853,638 reactions. Predict the reaction yield, written as a fraction of the theoretical maximum amount of product (1.0 means a 100% yield; for example, 0.34 means a 34% yield). (1) The reactants are [Cl:1][C:2]1[CH:9]=[CH:8][C:5]([CH2:6][OH:7])=[CH:4][CH:3]=1.Cl[C:11]1[N:12]=[C:13]([OH:27])[C:14]2[CH:20]=[CH:19][N:18]=[C:17]([C:21]3[N:22]=[CH:23][N:24]([CH3:26])[CH:25]=3)[C:15]=2[N:16]=1. No catalyst specified. The product is [Cl:1][C:2]1[CH:9]=[CH:8][C:5]([CH2:6][O:7][C:11]2[N:12]=[C:13]([OH:27])[C:14]3[CH:20]=[CH:19][N:18]=[C:17]([C:21]4[N:22]=[CH:23][N:24]([CH3:26])[CH:25]=4)[C:15]=3[N:16]=2)=[CH:4][CH:3]=1. The yield is 0.500. (2) The reactants are C1C=CC2N(O)N=NC=2C=1.[O:11]=[C:12]([N:17]1[CH2:22][CH2:21][N:20]([C:23](=[O:33])[C:24]2[CH:29]=[C:28]([F:30])[C:27]([F:31])=[C:26]([F:32])[CH:25]=2)[CH2:19][CH2:18]1)[CH2:13][C:14](O)=[O:15].CCN=C=NCCCN(C)C.Cl.[C:46]1([C:52]2[N:57]=[CH:56][C:55]([NH2:58])=[CH:54][CH:53]=2)[CH:51]=[CH:50][CH:49]=[CH:48][CH:47]=1. The catalyst is CN(C1C=CN=CC=1)C.CN(C=O)C.O. The product is [O:11]=[C:12]([N:17]1[CH2:22][CH2:21][N:20]([C:23](=[O:33])[C:24]2[CH:25]=[C:26]([F:32])[C:27]([F:31])=[C:28]([F:30])[CH:29]=2)[CH2:19][CH2:18]1)[CH2:13][C:14]([NH:58][C:55]1[CH:56]=[N:57][C:52]([C:46]2[CH:51]=[CH:50][CH:49]=[CH:48][CH:47]=2)=[CH:53][CH:54]=1)=[O:15]. The yield is 0.360. (3) The catalyst is C(Cl)Cl.O. The product is [Br:26][C:27]1[CH:28]=[C:29](/[CH:30]=[CH:4]/[C:2]#[N:3])[CH:32]=[CH:33][C:34]=1[F:35]. The yield is 0.880. The reactants are [Br-].[C:2]([CH2:4][P+](C1C=CC=CC=1)(C1C=CC=CC=1)C1C=CC=CC=1)#[N:3].[OH-].[Na+].[Br:26][C:27]1[CH:28]=[C:29]([CH:32]=[CH:33][C:34]=1[F:35])[CH:30]=O. (4) The reactants are [C:1]([C:3]1[CH:11]=[CH:10][C:6]([C:7]([Cl:9])=[O:8])=[CH:5][CH:4]=1)#[N:2].[NH2:12][C:13]1[CH:28]=[CH:27][C:26]([O:29][CH3:30])=[CH:25][C:14]=1[C:15]([NH:17][C:18]1[CH:23]=[CH:22][C:21]([Cl:24])=[CH:20][N:19]=1)=[O:16].N1C=CC=CC=1. The catalyst is C1COCC1. The product is [ClH:9].[Cl:24][C:21]1[CH:22]=[CH:23][C:18]([NH:17][C:15](=[O:16])[C:14]2[CH:25]=[C:26]([O:29][CH3:30])[CH:27]=[CH:28][C:13]=2[NH:12][C:7](=[O:8])[C:6]2[CH:10]=[CH:11][C:3]([C:1]#[N:2])=[CH:4][CH:5]=2)=[N:19][CH:20]=1. The yield is 0.748. (5) The reactants are C(O)(=O)C.[CH:5]([NH2:7])=[NH:6].C[O-].[Na+].CO.[CH3:13][C:14]([CH3:23])([CH3:22])[CH2:15][C:16](=O)[C:17](OC)=[O:18]. The catalyst is O.C(O)(=O)C. The product is [C:14]([C:15]1[CH:16]=[C:17]([OH:18])[N:7]=[CH:5][N:6]=1)([CH3:23])([CH3:22])[CH3:13]. The yield is 0.490. (6) The reactants are [CH3:1][O:2][C:3](=[O:22])[CH2:4][CH2:5][CH2:6][CH2:7][C:8]1[O:9][C:10]([C:13]2[CH:18]=[C:17]([Cl:19])[CH:16]=[CH:15][C:14]=2[O:20]C)=[CH:11][N:12]=1.B(Br)(Br)Br. The catalyst is C(Cl)Cl. The product is [CH3:1][O:2][C:3](=[O:22])[CH2:4][CH2:5][CH2:6][CH2:7][C:8]1[O:9][C:10]([C:13]2[CH:18]=[C:17]([Cl:19])[CH:16]=[CH:15][C:14]=2[OH:20])=[CH:11][N:12]=1. The yield is 0.820. (7) The catalyst is C(Cl)Cl. The yield is 0.790. The reactants are [F:1][C:2]1[CH:3]=[C:4]([C@H:9]2[CH2:13][CH2:12][CH2:11][N:10]2[C:14]2[CH:19]=[CH:18][N:17]3[N:20]=[CH:21][C:22]([C:23]([OH:25])=O)=[C:16]3[N:15]=2)[C:5]([CH3:8])=[N:6][CH:7]=1.C1C=C[C:29]2N(O)N=[N:32][C:30]=2[CH:31]=1.CCN=C=NCCCN(C)C.C(N(CC)CC)C.C1(N)CC1. The product is [CH:30]1([NH:32][C:23]([C:22]2[CH:21]=[N:20][N:17]3[CH:18]=[CH:19][C:14]([N:10]4[CH2:11][CH2:12][CH2:13][CH:9]4[C:4]4[C:5]([CH3:8])=[N:6][CH:7]=[C:2]([F:1])[CH:3]=4)=[N:15][C:16]=23)=[O:25])[CH2:31][CH2:29]1.